This data is from Reaction yield outcomes from USPTO patents with 853,638 reactions. The task is: Predict the reaction yield, written as a fraction of the theoretical maximum amount of product (1.0 means a 100% yield; for example, 0.34 means a 34% yield). The reactants are [F:1][CH:2]([F:12])[C:3]1[CH:8]=[CH:7][CH:6]=[C:5]([N+:9]([O-:11])=[O:10])[CH:4]=1.OS(O)(=O)=O.C1C(=O)N([Br:25])C(=O)C1. The catalyst is O. The product is [Br:25][C:7]1[CH:6]=[C:5]([N+:9]([O-:11])=[O:10])[CH:4]=[C:3]([CH:2]([F:12])[F:1])[CH:8]=1. The yield is 0.563.